From a dataset of Catalyst prediction with 721,799 reactions and 888 catalyst types from USPTO. Predict which catalyst facilitates the given reaction. Reactant: [Si:1]([O:18][CH2:19][CH:20]1[CH2:25][CH2:24][NH:23][CH2:22][CH2:21]1)([C:14]([CH3:17])([CH3:16])[CH3:15])([C:8]1[CH:13]=[CH:12][CH:11]=[CH:10][CH:9]=1)[C:2]1[CH:7]=[CH:6][CH:5]=[CH:4][CH:3]=1.[C:26]([O:29][CH2:30][CH2:31][CH2:32]Br)(=[O:28])[CH3:27].C(=O)([O-])[O-].[K+].[K+]. Product: [C:26]([O:29][CH2:30][CH2:31][CH2:32][N:23]1[CH2:24][CH2:25][CH:20]([CH2:19][O:18][Si:1]([C:14]([CH3:17])([CH3:15])[CH3:16])([C:2]2[CH:3]=[CH:4][CH:5]=[CH:6][CH:7]=2)[C:8]2[CH:13]=[CH:12][CH:11]=[CH:10][CH:9]=2)[CH2:21][CH2:22]1)(=[O:28])[CH3:27]. The catalyst class is: 10.